Task: Predict which catalyst facilitates the given reaction.. Dataset: Catalyst prediction with 721,799 reactions and 888 catalyst types from USPTO (1) Reactant: [H-].[Al+3].[Li+].[H-].[H-].[H-].C[O:8][C:9](=O)[C:10]1[CH:15]=[CH:14][C:13]([CH:16]2[CH2:21][CH2:20][CH:19]([C:22]([CH3:25])([CH3:24])[CH3:23])[CH2:18][CH2:17]2)=[C:12]([N:26]2[CH2:31][CH2:30][N:29]([CH2:32][CH2:33][CH2:34][CH3:35])[CH2:28][CH2:27]2)[CH:11]=1.[F-].[Na+].O. Product: [C:22]([CH:19]1[CH2:18][CH2:17][CH:16]([C:13]2[CH:14]=[CH:15][C:10]([CH2:9][OH:8])=[CH:11][C:12]=2[N:26]2[CH2:31][CH2:30][N:29]([CH2:32][CH2:33][CH2:34][CH3:35])[CH2:28][CH2:27]2)[CH2:21][CH2:20]1)([CH3:25])([CH3:24])[CH3:23]. The catalyst class is: 7. (2) Reactant: C([Li])CCC.C(OP([CH2:14][C:15]1[CH:20]=[CH:19][C:18]([S:21]([CH3:24])(=[O:23])=[O:22])=[CH:17][CH:16]=1)(=O)OCC)C.[C:25]([O:29][C:30]([N:32]1[CH2:42][CH2:41][C:35]2([O:39][CH:38](O)[CH2:37][CH2:36]2)[CH2:34][CH2:33]1)=[O:31])([CH3:28])([CH3:27])[CH3:26].[NH4+].[Cl-]. Product: [C:25]([O:29][C:30]([N:32]1[CH2:42][CH2:41][C:35]([OH:39])([CH2:36][CH2:37]/[CH:38]=[CH:14]/[C:15]2[CH:16]=[CH:17][C:18]([S:21]([CH3:24])(=[O:22])=[O:23])=[CH:19][CH:20]=2)[CH2:34][CH2:33]1)=[O:31])([CH3:28])([CH3:27])[CH3:26]. The catalyst class is: 323. (3) Reactant: [CH3:1][NH:2][CH2:3][CH2:4][N:5]1[CH:9]=[CH:8][CH:7]=[CH:6]1.O=[C:11]1[CH2:16][CH2:15][N:14]([C:17]([O:19][C:20]([CH3:23])([CH3:22])[CH3:21])=[O:18])[CH2:13][CH2:12]1.CC1C=CC(S(O)(=O)=O)=CC=1.O. Product: [CH3:1][N:2]1[C:11]2([CH2:16][CH2:15][N:14]([C:17]([O:19][C:20]([CH3:23])([CH3:22])[CH3:21])=[O:18])[CH2:13][CH2:12]2)[C:6]2=[CH:7][CH:8]=[CH:9][N:5]2[CH2:4][CH2:3]1. The catalyst class is: 8. (4) Reactant: [O:1]1[C:5]2[CH:6]=[CH:7][C:8]([S:10]([N:13]3[CH2:18][CH2:17][CH:16]([NH:19][C:20]4[C:25]([N+:26]([O-])=O)=[CH:24][CH:23]=[C:22]([CH3:29])[N:21]=4)[CH2:15][CH2:14]3)(=[O:12])=[O:11])=[CH:9][C:4]=2[O:3][CH2:2]1.[NH4+].[Cl-]. Product: [O:1]1[C:5]2[CH:6]=[CH:7][C:8]([S:10]([N:13]3[CH2:14][CH2:15][CH:16]([NH:19][C:20]4[C:25]([NH2:26])=[CH:24][CH:23]=[C:22]([CH3:29])[N:21]=4)[CH2:17][CH2:18]3)(=[O:12])=[O:11])=[CH:9][C:4]=2[O:3][CH2:2]1. The catalyst class is: 314.